From a dataset of Forward reaction prediction with 1.9M reactions from USPTO patents (1976-2016). Predict the product of the given reaction. (1) The product is: [OH:4][C@H:3]([C:5]1[CH:6]=[CH:7][C:8]([OH:16])=[C:9]([NH:11][S:12]([CH3:15])(=[O:14])=[O:13])[CH:10]=1)[CH2:2][NH:1][CH:18]1[CH2:19][CH2:20][N:21]([C:24]2[CH:25]=[CH:26][C:27]([S:30]([N:33]3[CH2:34][CH2:35][N:36]([CH2:39][C:40]([O:42][CH2:43][CH3:44])=[O:41])[CH2:37][CH2:38]3)(=[O:32])=[O:31])=[CH:28][CH:29]=2)[CH2:22][CH2:23]1. Given the reactants [NH2:1][CH2:2][C@@H:3]([C:5]1[CH:6]=[CH:7][C:8]([OH:16])=[C:9]([NH:11][S:12]([CH3:15])(=[O:14])=[O:13])[CH:10]=1)[OH:4].O=[C:18]1[CH2:23][CH2:22][N:21]([C:24]2[CH:29]=[CH:28][C:27]([S:30]([N:33]3[CH2:38][CH2:37][N:36]([CH2:39][C:40]([O:42][CH2:43][CH3:44])=[O:41])[CH2:35][CH2:34]3)(=[O:32])=[O:31])=[CH:26][CH:25]=2)[CH2:20][CH2:19]1.C(C(O)=O)(F)(F)F, predict the reaction product. (2) Given the reactants [F:1][C:2]1([F:8])[CH2:5][N:4]([C:6]#[N:7])[CH2:3]1.[NH:9]1[C:13]2[CH:14]=[CH:15][CH:16]=[CH:17][C:12]=2[N:11]=[N:10]1, predict the reaction product. The product is: [N:9]1([C:6]([N:4]2[CH2:5][C:2]([F:8])([F:1])[CH2:3]2)=[NH:7])[C:13]2[CH:14]=[CH:15][CH:16]=[CH:17][C:12]=2[N:11]=[N:10]1. (3) Given the reactants [CH3:1][O:2][C:3]1[CH:8]=[CH:7][C:6]([O:9][CH3:10])=[CH:5][C:4]=1[CH:11]1[CH2:16][NH:15][CH2:14][CH2:13][NH:12]1.Cl[C:18]1[C:27]2[C:22](=[CH:23][C:24]([O:30][CH3:31])=[C:25]([O:28][CH3:29])[CH:26]=2)[N:21]=[CH:20][N:19]=1, predict the reaction product. The product is: [CH3:1][O:2][C:3]1[CH:8]=[CH:7][C:6]([O:9][CH3:10])=[CH:5][C:4]=1[CH:11]1[NH:12][CH2:13][CH2:14][N:15]([C:18]2[C:27]3[C:22](=[CH:23][C:24]([O:30][CH3:31])=[C:25]([O:28][CH3:29])[CH:26]=3)[N:21]=[CH:20][N:19]=2)[CH2:16]1. (4) Given the reactants F[C:2]1[CH:7]=[CH:6][C:5]([N+:8]([O-:10])=[O:9])=[C:4]([O:11][CH3:12])[CH:3]=1.[CH3:13][N:14]1[CH2:19][CH2:18][N:17]([CH2:20][CH2:21][CH2:22][OH:23])[CH2:16][CH2:15]1.[H-].[Na+], predict the reaction product. The product is: [CH3:13][N:14]1[CH2:19][CH2:18][N:17]([CH2:20][CH2:21][CH2:22][O:23][C:2]2[CH:7]=[CH:6][C:5]([N+:8]([O-:10])=[O:9])=[C:4]([O:11][CH3:12])[CH:3]=2)[CH2:16][CH2:15]1. (5) Given the reactants [N:1]1([C:5]([C:7]2[CH:34]=[CH:33][C:10]([O:11][C:12]3[CH:13]=[C:14]([CH:18]=[C:19]([O:21][C@@H:22]([CH3:32])[CH2:23][O:24][Si:25]([C:28]([CH3:31])([CH3:30])[CH3:29])([CH3:27])[CH3:26])[CH:20]=3)[C:15]([OH:17])=[O:16])=[C:9](Cl)[CH:8]=2)=[O:6])[CH2:4][CH2:3][CH2:2]1.C(N(CC)CC)C, predict the reaction product. The product is: [N:1]1([C:5]([C:7]2[CH:8]=[CH:9][C:10]([O:11][C:12]3[CH:13]=[C:14]([CH:18]=[C:19]([O:21][C@@H:22]([CH3:32])[CH2:23][O:24][Si:25]([C:28]([CH3:29])([CH3:31])[CH3:30])([CH3:26])[CH3:27])[CH:20]=3)[C:15]([OH:17])=[O:16])=[CH:33][CH:34]=2)=[O:6])[CH2:4][CH2:3][CH2:2]1.